From a dataset of Cav3 T-type calcium channel HTS with 100,875 compounds. Binary Classification. Given a drug SMILES string, predict its activity (active/inactive) in a high-throughput screening assay against a specified biological target. (1) The result is 0 (inactive). The drug is P(=O)(NC(C1C(C1)C(=O)NCC1CC1)c1ccccc1)(c1ccccc1)c1ccccc1. (2) The compound is S(c1n(nnn1)c1ccccc1)CC(=O)NC(=O)Nc1cc2OCCOc2cc1. The result is 0 (inactive).